Predict the reactants needed to synthesize the given product. From a dataset of Full USPTO retrosynthesis dataset with 1.9M reactions from patents (1976-2016). Given the product [CH2:31]([O:34][C:35]([NH:2][C@:3]([CH3:24])([CH2:6][CH2:7][C:8]1[O:9][C:10]([C:13]#[C:14][CH2:15][CH2:16][O:17][CH:18]2[CH2:19][CH2:20][CH2:21][CH2:22][CH2:23]2)=[CH:11][CH:12]=1)[CH2:4][OH:5])=[O:36])[CH:32]=[CH2:33], predict the reactants needed to synthesize it. The reactants are: Cl.[NH2:2][C@:3]([CH3:24])([CH2:6][CH2:7][C:8]1[O:9][C:10]([C:13]#[C:14][CH2:15][CH2:16][O:17][CH:18]2[CH2:23][CH2:22][CH2:21][CH2:20][CH2:19]2)=[CH:11][CH:12]=1)[CH2:4][OH:5].O.C(=O)([O-])O.[K+].[CH2:31]([O:34][C:35](Cl)=[O:36])[CH:32]=[CH2:33].